From a dataset of Forward reaction prediction with 1.9M reactions from USPTO patents (1976-2016). Predict the product of the given reaction. (1) Given the reactants [C:1]([O:5][C:6]([N:8]1[CH2:13][CH2:12][N:11]([C:14]([C:16]2[N:21]=[C:20]([C:22]3[CH:27]=[CH:26][N:25]=[C:24]([NH:28][CH:29]4[CH2:34][CH2:33][CH2:32][CH2:31][CH2:30]4)[CH:23]=3)[CH:19]=[CH:18][CH:17]=2)=O)[CH2:10][CH2:9]1)=[O:7])([CH3:4])([CH3:3])[CH3:2].CC(C[AlH]CC(C)C)C, predict the reaction product. The product is: [C:1]([O:5][C:6]([N:8]1[CH2:13][CH2:12][N:11]([CH2:14][C:16]2[N:21]=[C:20]([C:22]3[CH:27]=[CH:26][N:25]=[C:24]([NH:28][CH:29]4[CH2:34][CH2:33][CH2:32][CH2:31][CH2:30]4)[CH:23]=3)[CH:19]=[CH:18][CH:17]=2)[CH2:10][CH2:9]1)=[O:7])([CH3:4])([CH3:2])[CH3:3]. (2) Given the reactants [CH:1]1([N:4]2[C:12]3[CH:11]=[C:10]([N:13]=C(C4C=CC=CC=4)C4C=CC=CC=4)[N:9]=[CH:8][C:7]=3[C:6]([CH3:28])([CH3:27])[C:5]2=[O:29])[CH2:3][CH2:2]1.C([O-])(=O)C.[Na+].Cl.NO, predict the reaction product. The product is: [NH2:13][C:10]1[N:9]=[CH:8][C:7]2[C:6]([CH3:28])([CH3:27])[C:5](=[O:29])[N:4]([CH:1]3[CH2:2][CH2:3]3)[C:12]=2[CH:11]=1.